This data is from Forward reaction prediction with 1.9M reactions from USPTO patents (1976-2016). The task is: Predict the product of the given reaction. (1) Given the reactants C([N:8]1[C:12]2[CH:13]=[CH:14][C:15]([NH:17][CH2:18][C:19]3[CH:24]=[CH:23][C:22]([O:25][CH3:26])=[CH:21][CH:20]=3)=[CH:16][C:11]=2[N:10]=[CH:9]1)(OC(C)(C)C)=O.C([O-])([O-])=O.[K+].[K+].[CH2:33](Br)[C:34]1[CH:39]=[CH:38][CH:37]=[CH:36][CH:35]=1, predict the reaction product. The product is: [CH3:26][O:25][C:22]1[CH:21]=[CH:20][C:19]([CH2:18][N:17]([CH2:33][C:34]2[CH:39]=[CH:38][CH:37]=[CH:36][CH:35]=2)[C:15]2[CH:14]=[CH:13][C:12]3[N:8]=[CH:9][NH:10][C:11]=3[CH:16]=2)=[CH:24][CH:23]=1. (2) Given the reactants [Cl:1][C:2]1[N:6]([CH3:7])[N:5]=[C:4]([C:8]([F:11])([F:10])[F:9])[C:3]=1[C:12]([OH:14])=O.CCN(C(C)C)C(C)C.[B-](F)(F)(F)F.CN(C(ON1C(=O)CCC1=O)=[N+](C)C)C.Cl.[NH2:45][CH:46]1[CH:53]2[CH2:54][CH:49]3[CH2:50][CH:51]([CH2:55][CH:47]1[CH2:48]3)[CH2:52]2, predict the reaction product. The product is: [CH:47]12[CH2:55][CH:51]3[CH2:50][CH:49]([CH2:54][CH:53]([CH2:52]3)[CH:46]1[NH:45][C:12]([C:3]1[C:4]([C:8]([F:11])([F:10])[F:9])=[N:5][N:6]([CH3:7])[C:2]=1[Cl:1])=[O:14])[CH2:48]2. (3) Given the reactants [CH2:1]([C:8]1[NH:29][C:11]2=[N:12][C:13]([N:16]3[CH2:21][CH2:20][CH2:19][C@@H:18]([C:22]([N:24]4[CH2:28][CH2:27][CH2:26][CH2:25]4)=[O:23])[CH2:17]3)=[CH:14][CH:15]=[C:10]2[N:9]=1)[C:2]1[CH:7]=[CH:6][CH:5]=[CH:4][CH:3]=1.[O:30]1CCOCC1, predict the reaction product. The product is: [C:1]([C:8]1[NH:29][C:11]2=[N:12][C:13]([N:16]3[CH2:21][CH2:20][CH2:19][C@@H:18]([C:22]([N:24]4[CH2:28][CH2:27][CH2:26][CH2:25]4)=[O:23])[CH2:17]3)=[CH:14][CH:15]=[C:10]2[N:9]=1)(=[O:30])[C:2]1[CH:3]=[CH:4][CH:5]=[CH:6][CH:7]=1. (4) Given the reactants [F:1][C:2]1[CH:7]=[CH:6][C:5]([C:8]2[CH:9]=[CH:10][C:11]3[N:12]([N:14]=[CH:15][C:16]=3I)[CH:13]=2)=[CH:4][CH:3]=1.[NH2:18][C:19]1[CH:20]=[C:21](B2OC(C)(C)C(C)(C)O2)[CH:22]=[CH:23][CH:24]=1, predict the reaction product. The product is: [F:1][C:2]1[CH:7]=[CH:6][C:5]([C:8]2[CH:9]=[CH:10][C:11]3[N:12]([N:14]=[CH:15][C:16]=3[C:23]3[CH:24]=[C:19]([NH2:18])[CH:20]=[CH:21][CH:22]=3)[CH:13]=2)=[CH:4][CH:3]=1. (5) Given the reactants C([Li])CCC.Br[C:7]1[CH:12]=[CH:11][CH:10]=[CH:9][N:8]=1.[Br:13][C:14]1[CH:21]=[CH:20][C:17]([CH:18]=[O:19])=[CH:16][C:15]=1[F:22], predict the reaction product. The product is: [Br:13][C:14]1[CH:21]=[CH:20][C:17]([CH:18]([C:7]2[CH:12]=[CH:11][CH:10]=[CH:9][N:8]=2)[OH:19])=[CH:16][C:15]=1[F:22]. (6) The product is: [CH2:17]([NH:7][CH:6]([CH2:8][C:9]1[CH:10]=[CH:11][C:12]([OH:15])=[CH:13][CH:14]=1)[C:5]([O:4][CH2:2][CH3:3])=[O:16])[CH3:18]. Given the reactants Cl.[CH2:2]([O:4][C:5](=[O:16])[CH:6]([CH2:8][C:9]1[CH:14]=[CH:13][C:12]([OH:15])=[CH:11][CH:10]=1)[NH2:7])[CH3:3].[CH:17](=O)[CH3:18].C([BH3-])#N.[Na+], predict the reaction product. (7) Given the reactants [ClH:1].[CH3:2][N:3]([CH3:31])[C:4]1[CH:27]=[C:26]([CH:28]([CH3:30])[CH3:29])[CH:25]=[CH:24][C:5]=1[C:6]([NH:8][C:9]1[CH:14]=[CH:13][C:12]([NH:15][CH2:16][CH2:17][C:18]2[CH:23]=[CH:22][CH:21]=[CH:20][N:19]=2)=[CH:11][CH:10]=1)=[O:7], predict the reaction product. The product is: [ClH:1].[ClH:1].[ClH:1].[CH3:31][N:3]([CH3:2])[C:4]1[CH:27]=[C:26]([CH:28]([CH3:29])[CH3:30])[CH:25]=[CH:24][C:5]=1[C:6]([NH:8][C:9]1[CH:10]=[CH:11][C:12]([NH:15][CH2:16][CH2:17][C:18]2[CH:23]=[CH:22][CH:21]=[CH:20][N:19]=2)=[CH:13][CH:14]=1)=[O:7]. (8) Given the reactants [F:1][C:2]1[CH:3]=[CH:4][C:5]2[N:9]=[C:8]([C@@H:10]([NH2:12])[CH3:11])[N:7]([C:13]3[CH:18]=[CH:17][CH:16]=[C:15]([F:19])[CH:14]=3)[C:6]=2[CH:20]=1.Cl[C:22]1[N:30]=[CH:29][N:28]=[C:27]2[C:23]=1[N:24]=[CH:25][N:26]2C1CCCCO1.CCN(C(C)C)C(C)C, predict the reaction product. The product is: [F:1][C:2]1[CH:3]=[CH:4][C:5]2[N:9]=[C:8]([C@@H:10]([NH:12][C:22]3[N:30]=[CH:29][N:28]=[C:27]4[C:23]=3[N:24]=[CH:25][NH:26]4)[CH3:11])[N:7]([C:13]3[CH:18]=[CH:17][CH:16]=[C:15]([F:19])[CH:14]=3)[C:6]=2[CH:20]=1. (9) Given the reactants C1C2C(COC([N:18]3[CH2:23][C@@H:22]([NH:24][CH2:25][CH:26]([CH3:28])[CH3:27])[CH2:21][C@@H:20]([C:29](=[O:49])[N:30]([CH:46]4[CH2:48][CH2:47]4)[CH2:31][C:32]4[C:40]5[C:35](=[CH:36][CH:37]=[CH:38][CH:39]=5)[N:34]([CH2:41][CH2:42][CH2:43][O:44][CH3:45])[CH:33]=4)[CH2:19]3)=O)C3C(=CC=CC=3)C=2C=CC=1.[CH2:50]([N:57]=[C:58]=[O:59])[C:51]1[CH:56]=[CH:55][CH:54]=[CH:53][CH:52]=1, predict the reaction product. The product is: [CH:46]1([N:30]([CH2:31][C:32]2[C:40]3[C:35](=[CH:36][CH:37]=[CH:38][CH:39]=3)[N:34]([CH2:41][CH2:42][CH2:43][O:44][CH3:45])[CH:33]=2)[C:29]([C@@H:20]2[CH2:21][C@H:22]([N:24]([CH2:25][CH:26]([CH3:27])[CH3:28])[C:58]([NH:57][CH2:50][C:51]3[CH:56]=[CH:55][CH:54]=[CH:53][CH:52]=3)=[O:59])[CH2:23][NH:18][CH2:19]2)=[O:49])[CH2:48][CH2:47]1. (10) The product is: [CH3:44][O:43][C:34](=[O:42])[C:35]1[CH:41]=[CH:40][CH:39]=[CH:38][C:36]=1[O:37][CH2:49][CH2:45][N:7]1[CH2:31][CH2:32][CH2:33][CH2:28]1. Given the reactants CC(OC(/[N:7]=N/C(OC(C)C)=O)=O)C.[C:32]1(P([C:28]2[CH:33]=[CH:32][CH:31]=CC=2)[C:32]2[CH:31]=CC=[CH:28][CH:33]=2)[CH:31]=CC=[CH:28][CH:33]=1.[C:34]([O:43][CH3:44])(=[O:42])[C:35]1[C:36](=[CH:38][CH:39]=[CH:40][CH:41]=1)[OH:37].[CH2:45]1[CH2:49]OCC1, predict the reaction product.